This data is from Forward reaction prediction with 1.9M reactions from USPTO patents (1976-2016). The task is: Predict the product of the given reaction. (1) Given the reactants [CH:1]12[CH2:9][CH:5]([CH2:6][NH:7][CH2:8]1)[CH2:4][N:3]([C:10]([C@H:12]1[N:16]([CH2:17][C:18]3[CH:23]=[CH:22][C:21]([CH3:24])=[CH:20][CH:19]=3)[C:15](=[O:25])[CH2:14][CH2:13]1)=[O:11])[CH2:2]2.C(=O)([O-])[O-].[K+].[K+].[Br:32][C:33]1[CH:40]=[CH:39][CH:38]=[CH:37][C:34]=1[CH2:35]Br, predict the reaction product. The product is: [Br:32][C:33]1[CH:40]=[CH:39][CH:38]=[CH:37][C:34]=1[CH2:35][C:1]12[CH2:9][CH:5]([CH2:6][NH:7][CH2:8]1)[CH2:4][N:3]([C:10]([C@H:12]1[N:16]([CH2:17][C:18]3[CH:19]=[CH:20][C:21]([CH3:24])=[CH:22][CH:23]=3)[C:15](=[O:25])[CH2:14][CH2:13]1)=[O:11])[CH2:2]2. (2) Given the reactants [CH3:1][O:2][C:3]([C:5]1[CH:10]=[CH:9][C:8](OC)=[C:7]([N+:13]([O-:15])=[O:14])[N:6]=1)=[O:4].[CH:16]1([NH2:22])[CH2:21][CH2:20][CH2:19][CH2:18][CH2:17]1, predict the reaction product. The product is: [CH3:1][O:2][C:3]([C:5]1[CH:10]=[CH:9][C:8]([NH:22][CH:16]2[CH2:21][CH2:20][CH2:19][CH2:18][CH2:17]2)=[C:7]([N+:13]([O-:15])=[O:14])[N:6]=1)=[O:4]. (3) Given the reactants [C:1]([O:5][C:6](=[O:15])[C:7]1[CH:12]=[C:11]([Cl:13])[C:10](Cl)=[N:9][CH:8]=1)([CH3:4])([CH3:3])[CH3:2].B1(C=C)OB([CH:22]=[CH2:23])OB(C=C)O1.C1C=CN=CC=1.C([O-])([O-])=O.[K+].[K+].C1(P(C2C=CC=CC=2)C2C=CC=CC=2)C=CC=CC=1, predict the reaction product. The product is: [C:1]([O:5][C:6](=[O:15])[C:7]1[CH:12]=[C:11]([Cl:13])[C:10]([CH:22]=[CH2:23])=[N:9][CH:8]=1)([CH3:4])([CH3:3])[CH3:2]. (4) Given the reactants [O:1]=[O+][O-].C([C:6](=P(C1C=CC=CC=1)(C1C=CC=CC=1)C1C=CC=CC=1)[C:7]([C@@H:9]([NH:14][C:15](=[O:35])[O:16][C@@H:17]([CH2:22][C:23]1[O:24][C:25]([C:28]2[CH:33]=[CH:32][C:31]([F:34])=[CH:30][CH:29]=2)=[N:26][N:27]=1)[C:18]([CH3:21])([CH3:20])[CH3:19])[CH2:10][CH2:11][CH2:12][CH3:13])=[O:8])#N.[NH:55]1[C:59]([NH2:60])=[CH:58][CH:57]=[N:56]1, predict the reaction product. The product is: [O:1]=[C:6]([NH:60][C:59]1[NH:55][N:56]=[CH:57][CH:58]=1)[C:7]([C@@H:9]([NH:14][C:15](=[O:35])[O:16][C@H:17]([CH2:22][C:23]1[O:24][C:25]([C:28]2[CH:29]=[CH:30][C:31]([F:34])=[CH:32][CH:33]=2)=[N:26][N:27]=1)[C:18]([CH3:20])([CH3:19])[CH3:21])[CH2:10][CH2:11][CH2:12][CH3:13])=[O:8]. (5) Given the reactants [S:1](=[O:35])(=[O:34])([O:3][CH2:4][C@@H:5]1[C@@H:12]2[C@@H:8]([O:9]C(C)(C)[O:11]2)[C@H:7]([C:15]2[C:19]3[N:20]=[CH:21][N:22]=[C:23]([NH:24][C@@H:25]4[C:33]5[C:28](=[CH:29][CH:30]=[CH:31][CH:32]=5)[CH2:27][CH2:26]4)[C:18]=3[S:17][CH:16]=2)[O:6]1)[NH2:2], predict the reaction product. The product is: [S:1](=[O:34])(=[O:35])([O:3][CH2:4][C@@H:5]1[C@@H:12]([OH:11])[C@@H:8]([OH:9])[C@H:7]([C:15]2[C:19]3[N:20]=[CH:21][N:22]=[C:23]([NH:24][C@@H:25]4[C:33]5[C:28](=[CH:29][CH:30]=[CH:31][CH:32]=5)[CH2:27][CH2:26]4)[C:18]=3[S:17][CH:16]=2)[O:6]1)[NH2:2]. (6) Given the reactants [Cl:1][C:2]1[CH:7]=[CH:6][C:5]([CH:8]([C:20]2[CH:36]=[CH:35][C:23]([O:24][C:25]3[CH:26]=[CH:27][C:28]([F:34])=[C:29]([CH:33]=3)[C:30]([OH:32])=[O:31])=[CH:22][CH:21]=2)[CH2:9][C:10]([C:12]2[CH:17]=[CH:16][C:15](=[O:18])[N:14]([CH3:19])[CH:13]=2)=O)=[C:4]([CH3:37])[CH:3]=1.Cl.[NH2:39][OH:40].C(=O)([O-])O.[Na+], predict the reaction product. The product is: [Cl:1][C:2]1[CH:7]=[CH:6][C:5]([CH:8]([C:20]2[CH:36]=[CH:35][C:23]([O:24][C:25]3[CH:26]=[CH:27][C:28]([F:34])=[C:29]([CH:33]=3)[C:30]([OH:32])=[O:31])=[CH:22][CH:21]=2)[CH2:9]/[C:10](=[N:39]\[OH:40])/[C:12]2[CH:17]=[CH:16][C:15](=[O:18])[N:14]([CH3:19])[CH:13]=2)=[C:4]([CH3:37])[CH:3]=1. (7) Given the reactants [Br:1][C:2]1[CH:3]=[CH:4][C:5]2[CH2:11][CH2:10][CH2:9][C:8]([C:12](OC)=[O:13])=[CH:7][C:6]=2[CH:16]=1.CC(C[AlH]CC(C)C)C, predict the reaction product. The product is: [Br:1][C:2]1[CH:3]=[CH:4][C:5]2[CH2:11][CH2:10][CH2:9][C:8]([CH2:12][OH:13])=[CH:7][C:6]=2[CH:16]=1. (8) Given the reactants [F:1][C:2]([F:38])([F:37])[C:3]1[C:4]([N:9]2[CH2:14][CH2:13][N:12]([C:15]3[N:19](COCC[Si](C)(C)C)[C:18]4[CH:28]=[CH:29][C:30]([C:32]([F:35])([F:34])[F:33])=[CH:31][C:17]=4[N:16]=3)[C:11](=[O:36])[CH2:10]2)=[N:5][CH:6]=[CH:7][CH:8]=1, predict the reaction product. The product is: [F:35][C:32]([F:33])([F:34])[C:30]1[CH:29]=[CH:28][C:18]2[NH:19][C:15]([N:12]3[CH2:13][CH2:14][N:9]([C:4]4[C:3]([C:2]([F:1])([F:37])[F:38])=[CH:8][CH:7]=[CH:6][N:5]=4)[CH2:10][C:11]3=[O:36])=[N:16][C:17]=2[CH:31]=1.